Task: Regression. Given a peptide amino acid sequence and an MHC pseudo amino acid sequence, predict their binding affinity value. This is MHC class II binding data.. Dataset: Peptide-MHC class II binding affinity with 134,281 pairs from IEDB (1) The MHC is HLA-DPA10103-DPB10201 with pseudo-sequence HLA-DPA10103-DPB10201. The binding affinity (normalized) is 0.394. The peptide sequence is IQYVNYWFAPGAGAA. (2) The peptide sequence is PEHRQLANAIFKLTYQN. The binding affinity (normalized) is 0.354. The MHC is DRB3_0101 with pseudo-sequence DRB3_0101. (3) The MHC is DRB1_0701 with pseudo-sequence DRB1_0701. The peptide sequence is PHHTALRQAILCWGELMTLA. The binding affinity (normalized) is 0.398. (4) The peptide sequence is GCAINFGKRELKCGD. The MHC is HLA-DQA10201-DQB10303 with pseudo-sequence HLA-DQA10201-DQB10303. The binding affinity (normalized) is 0. (5) The peptide sequence is VILTDGPERVILAGP. The MHC is DRB3_0101 with pseudo-sequence DRB3_0101. The binding affinity (normalized) is 0.548. (6) The peptide sequence is MENRWQVMIVWQVDR. The MHC is HLA-DQA10102-DQB10602 with pseudo-sequence HLA-DQA10102-DQB10602. The binding affinity (normalized) is 0.334. (7) The peptide sequence is RRTGNIQIRLPWYSY. The MHC is HLA-DQA10301-DQB10302 with pseudo-sequence HLA-DQA10301-DQB10302. The binding affinity (normalized) is 0.0548.